From a dataset of Full USPTO retrosynthesis dataset with 1.9M reactions from patents (1976-2016). Predict the reactants needed to synthesize the given product. (1) Given the product [C:12]([C:7]1[O:8][C:9]2[C:4]([C:5](=[O:18])[CH:6]=1)=[CH:3][C:2]([Br:1])=[CH:11][CH:10]=2)(=[O:13])[CH3:19], predict the reactants needed to synthesize it. The reactants are: [Br:1][C:2]1[CH:3]=[C:4]2[C:9](=[CH:10][CH:11]=1)[O:8][C:7]([C:12](N(OC)C)=[O:13])=[CH:6][C:5]2=[O:18].[CH3:19][Mg]Br.[NH4+].[Cl-]. (2) Given the product [CH2:25]1[C:26]2[C:31](=[CH:30][CH:29]=[CH:28][CH:27]=2)[CH2:32][CH2:33][N:24]1[CH2:23][CH:22]([OH:34])[CH2:21][NH:20][C:11](=[O:13])[CH2:10][O:9][C:8]1[CH:16]=[CH:17][CH:18]=[CH:19][C:7]=1[N:4]1[CH2:3][CH2:2][O:1][CH2:6][CH2:5]1, predict the reactants needed to synthesize it. The reactants are: [O:1]1[CH2:6][CH2:5][N:4]([C:7]2[CH:19]=[CH:18][CH:17]=[CH:16][C:8]=2[O:9][CH2:10][C:11]([O:13]CC)=O)[CH2:3][CH2:2]1.[NH2:20][CH2:21][CH:22]([OH:34])[CH2:23][N:24]1[CH2:33][CH2:32][C:31]2[C:26](=[CH:27][CH:28]=[CH:29][CH:30]=2)[CH2:25]1. (3) Given the product [Cl:23][C:10]1[C:9]2[C:14](=[CH:15][C:6]([O:5][CH2:4][CH2:3][CH2:2][Cl:1])=[C:7]([O:19][CH3:20])[CH:8]=2)[N:13]=[CH:12][C:11]=1[C:16]#[N:17], predict the reactants needed to synthesize it. The reactants are: [Cl:1][CH2:2][CH2:3][CH2:4][O:5][C:6]1[CH:15]=[C:14]2[C:9]([C:10](O)=[C:11]([C:16]#[N:17])[CH:12]=[N:13]2)=[CH:8][C:7]=1[O:19][CH3:20].O=P(Cl)(Cl)[Cl:23]. (4) The reactants are: C(/[CH:4]=[CH:5]/[C:6]1[C:7](=[O:22])[NH:8][C:9](=[O:21])[N:10]([C@H:12]2[O:17][C@@H:16]([CH2:18][OH:19])[C@H:14]([OH:15])[C@@H:13]2[F:20])[CH:11]=1)(O)=O.[Br:23]N1C(=O)CCC1=O.CO.O. Given the product [Br:23]/[CH:4]=[CH:5]/[C:6]1[C:7](=[O:22])[NH:8][C:9](=[O:21])[N:10]([C@H:12]2[O:17][C@@H:16]([CH2:18][OH:19])[C@H:14]([OH:15])[C@@H:13]2[F:20])[CH:11]=1, predict the reactants needed to synthesize it. (5) Given the product [CH2:10]([C:8]1[C:7]([O:14][CH3:15])=[N:6][CH:5]=[C:4]([CH:9]=1)[C:3]([OH:16])=[O:2])[CH:11]([CH3:13])[CH3:12], predict the reactants needed to synthesize it. The reactants are: C[O:2][C:3](=[O:16])[C:4]1[CH:9]=[C:8]([CH2:10][CH:11]([CH3:13])[CH3:12])[C:7]([O:14][CH3:15])=[N:6][CH:5]=1.